Dataset: NCI-60 drug combinations with 297,098 pairs across 59 cell lines. Task: Regression. Given two drug SMILES strings and cell line genomic features, predict the synergy score measuring deviation from expected non-interaction effect. (1) Drug 1: C1=NC2=C(N1)C(=S)N=CN2. Drug 2: CC1=C(C=C(C=C1)C(=O)NC2=CC(=CC(=C2)C(F)(F)F)N3C=C(N=C3)C)NC4=NC=CC(=N4)C5=CN=CC=C5. Cell line: IGROV1. Synergy scores: CSS=1.41, Synergy_ZIP=-0.402, Synergy_Bliss=-1.82, Synergy_Loewe=-2.52, Synergy_HSA=-2.15. (2) Drug 1: CC1=C(N=C(N=C1N)C(CC(=O)N)NCC(C(=O)N)N)C(=O)NC(C(C2=CN=CN2)OC3C(C(C(C(O3)CO)O)O)OC4C(C(C(C(O4)CO)O)OC(=O)N)O)C(=O)NC(C)C(C(C)C(=O)NC(C(C)O)C(=O)NCCC5=NC(=CS5)C6=NC(=CS6)C(=O)NCCC[S+](C)C)O. Cell line: NCI-H522. Synergy scores: CSS=20.4, Synergy_ZIP=-3.16, Synergy_Bliss=-3.59, Synergy_Loewe=-7.87, Synergy_HSA=-0.270. Drug 2: C(CC(=O)O)C(=O)CN.Cl. (3) Drug 1: CC12CCC(CC1=CCC3C2CCC4(C3CC=C4C5=CN=CC=C5)C)O. Drug 2: CC1C(C(CC(O1)OC2CC(CC3=C2C(=C4C(=C3O)C(=O)C5=C(C4=O)C(=CC=C5)OC)O)(C(=O)C)O)N)O.Cl. Cell line: MDA-MB-435. Synergy scores: CSS=26.8, Synergy_ZIP=1.65, Synergy_Bliss=10.5, Synergy_Loewe=4.04, Synergy_HSA=8.13. (4) Drug 1: CC1OCC2C(O1)C(C(C(O2)OC3C4COC(=O)C4C(C5=CC6=C(C=C35)OCO6)C7=CC(=C(C(=C7)OC)O)OC)O)O. Drug 2: C1=CN(C(=O)N=C1N)C2C(C(C(O2)CO)O)O.Cl. Cell line: SW-620. Synergy scores: CSS=58.8, Synergy_ZIP=-2.26, Synergy_Bliss=-2.08, Synergy_Loewe=1.38, Synergy_HSA=3.15. (5) Drug 2: CC1CCCC2(C(O2)CC(NC(=O)CC(C(C(=O)C(C1O)C)(C)C)O)C(=CC3=CSC(=N3)C)C)C. Cell line: HL-60(TB). Drug 1: CN1C(=O)N2C=NC(=C2N=N1)C(=O)N. Synergy scores: CSS=66.8, Synergy_ZIP=-2.25, Synergy_Bliss=-1.93, Synergy_Loewe=0.113, Synergy_HSA=0.595. (6) Drug 1: C1=CC(=C2C(=C1NCCNCCO)C(=O)C3=C(C=CC(=C3C2=O)O)O)NCCNCCO. Drug 2: COC1=CC(=CC(=C1O)OC)C2C3C(COC3=O)C(C4=CC5=C(C=C24)OCO5)OC6C(C(C7C(O6)COC(O7)C8=CC=CS8)O)O. Cell line: OVCAR3. Synergy scores: CSS=32.8, Synergy_ZIP=-10.8, Synergy_Bliss=-7.26, Synergy_Loewe=-5.92, Synergy_HSA=-2.66. (7) Drug 1: CC12CCC3C(C1CCC2=O)CC(=C)C4=CC(=O)C=CC34C. Drug 2: CC12CCC3C(C1CCC2O)C(CC4=C3C=CC(=C4)O)CCCCCCCCCS(=O)CCCC(C(F)(F)F)(F)F. Cell line: MDA-MB-231. Synergy scores: CSS=31.1, Synergy_ZIP=-1.34, Synergy_Bliss=-2.21, Synergy_Loewe=-3.08, Synergy_HSA=-1.72. (8) Drug 1: CC1=C2C(C(=O)C3(C(CC4C(C3C(C(C2(C)C)(CC1OC(=O)C(C(C5=CC=CC=C5)NC(=O)OC(C)(C)C)O)O)OC(=O)C6=CC=CC=C6)(CO4)OC(=O)C)OC)C)OC. Drug 2: CC1C(C(=O)NC(C(=O)N2CCCC2C(=O)N(CC(=O)N(C(C(=O)O1)C(C)C)C)C)C(C)C)NC(=O)C3=C4C(=C(C=C3)C)OC5=C(C(=O)C(=C(C5=N4)C(=O)NC6C(OC(=O)C(N(C(=O)CN(C(=O)C7CCCN7C(=O)C(NC6=O)C(C)C)C)C)C(C)C)C)N)C. Cell line: UACC-257. Synergy scores: CSS=17.4, Synergy_ZIP=2.77, Synergy_Bliss=2.52, Synergy_Loewe=-2.49, Synergy_HSA=2.56. (9) Drug 1: CN1C(=O)N2C=NC(=C2N=N1)C(=O)N. Drug 2: C1=CC=C(C=C1)NC(=O)CCCCCCC(=O)NO. Cell line: SK-MEL-28. Synergy scores: CSS=5.67, Synergy_ZIP=-4.06, Synergy_Bliss=-7.19, Synergy_Loewe=-60.8, Synergy_HSA=-19.3. (10) Synergy scores: CSS=41.5, Synergy_ZIP=-0.758, Synergy_Bliss=-0.345, Synergy_Loewe=-57.9, Synergy_HSA=-0.534. Cell line: COLO 205. Drug 1: C1=NC(=NC(=O)N1C2C(C(C(O2)CO)O)O)N. Drug 2: CN(C(=O)NC(C=O)C(C(C(CO)O)O)O)N=O.